The task is: Predict which catalyst facilitates the given reaction.. This data is from Catalyst prediction with 721,799 reactions and 888 catalyst types from USPTO. (1) Reactant: [CH3:1][O:2][C:3]1[CH:29]=[CH:28][C:6]([CH2:7][O:8][C:9]([C:11]2([C:16]([O:18][CH2:19][C:20]3[CH:25]=[CH:24][C:23]([O:26][CH3:27])=[CH:22][CH:21]=3)=[O:17])[CH2:14][CH:13](O)[CH2:12]2)=[O:10])=[CH:5][CH:4]=1.[C:30]1(=[O:44])[N:34]([CH2:35][CH2:36][O:37][CH2:38][CH2:39][C:40](O)=[O:41])[C:33](=[O:43])[CH:32]=[CH:31]1.C(N(CC)CC)C.[I-].ClC1C=CC=C[N+]=1C. Product: [CH3:27][O:26][C:23]1[CH:24]=[CH:25][C:20]([CH2:19][O:18][C:16]([C:11]2([C:9]([O:8][CH2:7][C:6]3[CH:5]=[CH:4][C:3]([O:2][CH3:1])=[CH:29][CH:28]=3)=[O:10])[CH2:14][CH:13]([C:40](=[O:41])[CH2:39][CH2:38][O:37][CH2:36][CH2:35][N:34]3[C:30](=[O:44])[CH:31]=[CH:32][C:33]3=[O:43])[CH2:12]2)=[O:17])=[CH:21][CH:22]=1. The catalyst class is: 4. (2) Reactant: [Cl:1][C:2]1[N:6]([C:7]2[CH:12]=[CH:11][CH:10]=[CH:9][CH:8]=2)[N:5]=[CH:4][C:3]=1[C:13]([OH:15])=O.[CH:16](N(C(C)C)CC)([CH3:18])[CH3:17].Cl.CN(C)[CH2:28][CH2:29][CH2:30][N:31]=C=NCC.O1[CH2:41][CH2:40][CH2:39][CH2:38]1. Product: [CH:29]12[CH2:28][CH:40]3[CH2:41][CH:16]([CH2:18][CH:38]([CH2:39]3)[CH:30]1[NH:31][C:13]([C:3]1[CH:4]=[N:5][N:6]([C:7]3[CH:8]=[CH:9][CH:10]=[CH:11][CH:12]=3)[C:2]=1[Cl:1])=[O:15])[CH2:17]2. The catalyst class is: 4. (3) Reactant: C([O:4][C:5]1[CH:10]=[CH:9][CH:8]=[CH:7][C:6]=1[C:11](=[O:21])[NH:12][C:13]1[S:14][C:15]([S:18]([CH3:20])=[O:19])=[CH:16][N:17]=1)(=O)C.Cl. Product: [OH:4][C:5]1[CH:10]=[CH:9][CH:8]=[CH:7][C:6]=1[C:11]([NH:12][C:13]1[S:14][C:15]([S:18]([CH3:20])=[O:19])=[CH:16][N:17]=1)=[O:21]. The catalyst class is: 1. (4) Reactant: [Br:1][C:2]1[CH:7]=[CH:6][CH:5]=[CH:4][C:3]=1[CH:8]([OH:12])[C:9]([OH:11])=[O:10].[CH3:13][Si](C=[N+]=[N-])(C)C. Product: [Br:1][C:2]1[CH:7]=[CH:6][CH:5]=[CH:4][C:3]=1[CH:8]([OH:12])[C:9]([O:11][CH3:13])=[O:10]. The catalyst class is: 224.